This data is from Peptide-MHC class II binding affinity with 134,281 pairs from IEDB. The task is: Regression. Given a peptide amino acid sequence and an MHC pseudo amino acid sequence, predict their binding affinity value. This is MHC class II binding data. (1) The peptide sequence is GEVEIQFRRVKCKYP. The MHC is HLA-DQA10104-DQB10503 with pseudo-sequence HLA-DQA10104-DQB10503. The binding affinity (normalized) is 0.0973. (2) The peptide sequence is AFKVGATAANAAPAN. The MHC is DRB1_1001 with pseudo-sequence DRB1_1001. The binding affinity (normalized) is 0.825. (3) The peptide sequence is HTGREIVDLMMCHAT. The MHC is HLA-DPA10103-DPB10201 with pseudo-sequence HLA-DPA10103-DPB10201. The binding affinity (normalized) is 0. (4) The peptide sequence is QLIYVILTILTIIGL. The MHC is DRB1_0101 with pseudo-sequence DRB1_0101. The binding affinity (normalized) is 0.311. (5) The peptide sequence is GELQIVDKIDAAFNI. The MHC is DRB1_1201 with pseudo-sequence DRB1_1201. The binding affinity (normalized) is 0.528. (6) The peptide sequence is SQLVWMACHSMFE. The MHC is DRB1_0701 with pseudo-sequence DRB1_0701. The binding affinity (normalized) is 0.524. (7) The peptide sequence is RRDLRLASNAICSAVPV. The MHC is DRB1_0404 with pseudo-sequence DRB1_0404. The binding affinity (normalized) is 0.581.